From a dataset of Catalyst prediction with 721,799 reactions and 888 catalyst types from USPTO. Predict which catalyst facilitates the given reaction. (1) Reactant: [N:1]1[CH:6]=[CH:5][CH:4]=[CH:3][C:2]=1[C:7]1[N:11]=[C:10]([C:12]2[CH:17]=[C:16]([OH:18])[CH:15]=[C:14]([C:19]#[N:20])[CH:13]=2)[O:9][N:8]=1.C(=O)([O-])[O-].[K+].[K+].Cl.[CH3:28][N:29]([CH3:33])[CH2:30][CH2:31]Cl. Product: [N:1]1[CH:6]=[CH:5][CH:4]=[CH:3][C:2]=1[C:7]1[N:11]=[C:10]([C:12]2[CH:17]=[C:16]([O:18][CH2:31][CH2:30][N:29]([CH3:33])[CH3:28])[CH:15]=[C:14]([C:19]#[N:20])[CH:13]=2)[O:9][N:8]=1. The catalyst class is: 204. (2) Reactant: [Br-].[CH3:2][C:3]1[CH:4]=[C:5]([S+:24]2[C:28]3[CH:29]=[CH:30][CH:31]=[CH:32][C:27]=3[C:26]3[CH:33]=[CH:34][CH:35]=[CH:36][C:25]2=3)[CH:6]=[C:7]([CH3:23])[C:8]=1[O:9][CH2:10][C:11](=[O:22])[O:12][C:13]([C:16]1[CH:21]=[CH:20][CH:19]=[CH:18][CH:17]=1)([CH3:15])[CH3:14].[CH3:37][C@:38]12[CH2:54][CH2:53][C:52](=[O:55])[CH2:51][CH:50]1[CH2:49][C:48](=[O:56])[C@@H:47]1[C@@H:39]2[CH2:40][C:41](=[O:77])[C@@:42]2([CH3:76])[C@H:46]1[CH2:45][CH2:44][C@@H:43]2[C@H:57]([CH3:75])[CH2:58][CH2:59][C:60]([O:62][CH2:63][CH2:64][C:65]([F:74])([F:73])[C:66]([F:72])([F:71])[S:67]([O-:70])(=[O:69])=[O:68])=[O:61].[Na+].O. Product: [CH3:37][C@:38]12[CH2:54][CH2:53][C:52](=[O:55])[CH2:51][CH:50]1[CH2:49][C:48](=[O:56])[C@@H:47]1[C@@H:39]2[CH2:40][C:41](=[O:77])[C@@:42]2([CH3:76])[C@H:46]1[CH2:45][CH2:44][C@@H:43]2[C@H:57]([CH3:75])[CH2:58][CH2:59][C:60]([O:62][CH2:63][CH2:64][C:65]([F:74])([F:73])[C:66]([F:71])([F:72])[S:67]([O-:70])(=[O:68])=[O:69])=[O:61].[CH3:23][C:7]1[CH:6]=[C:5]([S+:24]2[C:28]3[CH:29]=[CH:30][CH:31]=[CH:32][C:27]=3[C:26]3[CH:33]=[CH:34][CH:35]=[CH:36][C:25]2=3)[CH:4]=[C:3]([CH3:2])[C:8]=1[O:9][CH2:10][C:11](=[O:22])[O:12][C:13]([C:16]1[CH:17]=[CH:18][CH:19]=[CH:20][CH:21]=1)([CH3:15])[CH3:14]. The catalyst class is: 4. (3) Reactant: CO[C:3]([C:5]1[C:17](=[O:18])[N:16]([CH2:19][C:20]2[CH:25]=[CH:24][C:23]([F:26])=[CH:22][CH:21]=2)[N:15]2[C:7](=[CH:8][C:9]3[C:14]2=[CH:13][C:12]([C:27]([F:30])([F:29])[F:28])=[CH:11][CH:10]=3)[C:6]=1[OH:31])=[O:4].[NH2:32][C@H:33]([C:35]([OH:37])=[O:36])[CH3:34].C[O-].[Na+]. Product: [F:26][C:23]1[CH:22]=[CH:21][C:20]([CH2:19][N:16]2[N:15]3[C:7](=[CH:8][C:9]4[C:14]3=[CH:13][C:12]([C:27]([F:30])([F:28])[F:29])=[CH:11][CH:10]=4)[C:6]([OH:31])=[C:5]([C:3]([NH:32][C@@H:33]([CH3:34])[C:35]([OH:37])=[O:36])=[O:4])[C:17]2=[O:18])=[CH:25][CH:24]=1. The catalyst class is: 141. (4) Reactant: [Cl:1][C:2]1[CH:3]=[C:4]([C@@:9]2([C:25]([F:28])([F:27])[F:26])[CH2:13][CH2:12][N:11]([C:14]3[CH:23]=[CH:22][C:17]([C:18]([O:20]C)=[O:19])=[C:16]([CH3:24])[CH:15]=3)[CH2:10]2)[CH:5]=[C:6]([Cl:8])[CH:7]=1.[OH-].[K+]. Product: [Cl:1][C:2]1[CH:3]=[C:4]([C@@:9]2([C:25]([F:27])([F:28])[F:26])[CH2:13][CH2:12][N:11]([C:14]3[CH:23]=[CH:22][C:17]([C:18]([OH:20])=[O:19])=[C:16]([CH3:24])[CH:15]=3)[CH2:10]2)[CH:5]=[C:6]([Cl:8])[CH:7]=1. The catalyst class is: 193. (5) The catalyst class is: 4. Reactant: [C:1]([C:5]1[C:6]([OH:33])=[C:7]([C:16](=[O:32])[NH:17][C:18]2[CH:23]=[CH:22][C:21]([S:24]([C:27]([F:30])([F:29])[F:28])(=[O:26])=[O:25])=[CH:20][C:19]=2[Cl:31])[C:8]([CH3:15])=[C:9]([S:11](Cl)(=[O:13])=[O:12])[CH:10]=1)([CH3:4])([CH3:3])[CH3:2].[CH3:34][N:35]1[CH2:40][CH2:39][NH:38][CH2:37][CH2:36]1. Product: [C:1]([C:5]1[C:6]([OH:33])=[C:7]([C:8]([CH3:15])=[C:9]([S:11]([N:38]2[CH2:39][CH2:40][N:35]([CH3:34])[CH2:36][CH2:37]2)(=[O:13])=[O:12])[CH:10]=1)[C:16]([NH:17][C:18]1[CH:23]=[CH:22][C:21]([S:24]([C:27]([F:30])([F:29])[F:28])(=[O:26])=[O:25])=[CH:20][C:19]=1[Cl:31])=[O:32])([CH3:4])([CH3:3])[CH3:2]. (6) Reactant: [OH-].[NH4+:2].[CH3:3][N:4]([N:6]=[N:7][C:8]1[CH:12]=[CH:11][S:10][C:9]=1[C:13]([O:15]C)=O)[CH3:5].O. Product: [CH3:3][N:4]([N:6]=[N:7][C:8]1[CH:12]=[CH:11][S:10][C:9]=1[C:13]([NH2:2])=[O:15])[CH3:5]. The catalyst class is: 1.